From a dataset of Catalyst prediction with 721,799 reactions and 888 catalyst types from USPTO. Predict which catalyst facilitates the given reaction. (1) Reactant: [CH3:1][C:2]1[C:7]([C:8]([F:11])([F:10])[F:9])=[CH:6][C:5]([NH:12][CH2:13][CH2:14][CH2:15][CH2:16][CH2:17][CH2:18][C:19]([O:21][CH2:22][CH3:23])=[O:20])=[C:4]([N+:24]([O-])=O)[CH:3]=1. Product: [NH2:24][C:4]1[CH:3]=[C:2]([CH3:1])[C:7]([C:8]([F:10])([F:11])[F:9])=[CH:6][C:5]=1[NH:12][CH2:13][CH2:14][CH2:15][CH2:16][CH2:17][CH2:18][C:19]([O:21][CH2:22][CH3:23])=[O:20]. The catalyst class is: 592. (2) Product: [Cl:15][C:11]1[CH:10]=[C:9]2[C:14]([C:6]([NH:5][C:3](=[O:4])[CH2:2][NH:22][CH:16]3[CH2:21][CH2:20][CH2:19][CH2:18][CH2:17]3)=[N:7][NH:8]2)=[CH:13][CH:12]=1. Reactant: Cl[CH2:2][C:3]([NH:5][C:6]1[C:14]2[C:9](=[CH:10][C:11]([Cl:15])=[CH:12][CH:13]=2)[NH:8][N:7]=1)=[O:4].[CH:16]1([NH2:22])[CH2:21][CH2:20][CH2:19][CH2:18][CH2:17]1. The catalyst class is: 10. (3) Reactant: Br[C:2]1[C:3]([N:22]2[CH2:26][CH2:25][C@@H:24]([OH:27])[CH2:23]2)=[N:4][CH:5]=[C:6]([CH:21]=1)[C:7]([NH:9][C:10]1[CH:15]=[CH:14][C:13]([O:16][C:17]([Cl:20])([F:19])[F:18])=[CH:12][CH:11]=1)=[O:8].[F:28][C:29]1[CH:36]=[CH:35][C:32]([C:33]#[N:34])=[C:31](B2OC(C)(C)C(C)(C)O2)[CH:30]=1.[O-]P([O-])([O-])=O.[K+].[K+].[K+]. Product: [Cl:20][C:17]([F:19])([F:18])[O:16][C:13]1[CH:14]=[CH:15][C:10]([NH:9][C:7](=[O:8])[C:6]2[CH:21]=[C:2]([C:35]3[CH:36]=[C:29]([F:28])[CH:30]=[CH:31][C:32]=3[C:33]#[N:34])[C:3]([N:22]3[CH2:26][CH2:25][C@@H:24]([OH:27])[CH2:23]3)=[N:4][CH:5]=2)=[CH:11][CH:12]=1. The catalyst class is: 140.